From a dataset of Forward reaction prediction with 1.9M reactions from USPTO patents (1976-2016). Predict the product of the given reaction. (1) Given the reactants [F:1][C:2]1[C:3]([O:10][CH3:11])=[CH:4][C:5]([CH3:9])=[C:6]([CH:8]=1)[NH2:7].[C:12](O[C:12]([O:14][C:15]([CH3:18])([CH3:17])[CH3:16])=[O:13])([O:14][C:15]([CH3:18])([CH3:17])[CH3:16])=[O:13], predict the reaction product. The product is: [F:1][C:2]1[C:3]([O:10][CH3:11])=[CH:4][C:5]([CH3:9])=[C:6]([NH:7][C:12](=[O:13])[O:14][C:15]([CH3:18])([CH3:17])[CH3:16])[CH:8]=1. (2) Given the reactants [C:1]([C:3]1[CH:15]=[C:14]2[C:6]([C:7]3[C:8](=[O:25])[C:9]4[CH:21]=[CH:20][C:19]([C:22](O)=[O:23])=[CH:18][C:10]=4[C:11]([CH3:17])([CH3:16])[C:12]=3[NH:13]2)=[CH:5][CH:4]=1)#[N:2].[O:26]1[CH2:29][CH:28]([NH2:30])[CH2:27]1, predict the reaction product. The product is: [O:26]1[CH2:29][CH:28]([NH:30][C:22]([C:19]2[CH:20]=[CH:21][C:9]3[C:8](=[O:25])[C:7]4[C:6]5[C:14](=[CH:15][C:3]([C:1]#[N:2])=[CH:4][CH:5]=5)[NH:13][C:12]=4[C:11]([CH3:16])([CH3:17])[C:10]=3[CH:18]=2)=[O:23])[CH2:27]1. (3) Given the reactants C(OC(=O)[NH:7][C:8]1[CH:13]=[C:12]([Cl:14])[C:11]([C:15]([F:18])([F:17])[F:16])=[CH:10][C:9]=1[NH:19][C:20](=[O:36])[CH2:21][C:22](=O)[C:23]1[CH:28]=[CH:27][CH:26]=[C:25]([C:29]2[CH:34]=[N:33][CH:32]=[CH:31][N:30]=2)[CH:24]=1)(C)(C)C.C(O)(C(F)(F)F)=O, predict the reaction product. The product is: [Cl:14][C:12]1[C:11]([C:15]([F:18])([F:17])[F:16])=[CH:10][C:9]2[NH:19][C:20](=[O:36])[CH2:21][C:22]([C:23]3[CH:28]=[CH:27][CH:26]=[C:25]([C:29]4[CH:34]=[N:33][CH:32]=[CH:31][N:30]=4)[CH:24]=3)=[N:7][C:8]=2[CH:13]=1. (4) Given the reactants [Cl:1][C:2]1[CH:3]=[C:4]([NH:9][C:10]([NH2:12])=[S:11])[CH:5]=[C:6]([Cl:8])[CH:7]=1, predict the reaction product. The product is: [Cl:1][C:2]1[CH:7]=[C:6]([Cl:8])[C:5]2[S:11][C:10]([NH2:12])=[N:9][C:4]=2[CH:3]=1. (5) Given the reactants CO.[F:3][C:4]1[C:9]([CH:10]([CH3:12])[CH3:11])=[CH:8][C:7]([C:13]2[C:14]([CH:23]=[O:24])=[CH:15][C:16]([C:19]([F:22])([F:21])[F:20])=[CH:17][CH:18]=2)=[C:6]([O:25][CH3:26])[CH:5]=1.S(=O)(=O)([OH:29])N.[O-]Cl=O.[Na+], predict the reaction product. The product is: [F:3][C:4]1[C:9]([CH:10]([CH3:12])[CH3:11])=[CH:8][C:7]([C:13]2[C:14]([C:23]([OH:29])=[O:24])=[CH:15][C:16]([C:19]([F:22])([F:21])[F:20])=[CH:17][CH:18]=2)=[C:6]([O:25][CH3:26])[CH:5]=1.